Dataset: Peptide-MHC class II binding affinity with 134,281 pairs from IEDB. Task: Regression. Given a peptide amino acid sequence and an MHC pseudo amino acid sequence, predict their binding affinity value. This is MHC class II binding data. (1) The peptide sequence is NAAYNAADHAAPEDK. The MHC is DRB1_1101 with pseudo-sequence DRB1_1101. The binding affinity (normalized) is 0.408. (2) The peptide sequence is WNTDIKTLKFDALSG. The binding affinity (normalized) is 0.367. The MHC is HLA-DQA10201-DQB10303 with pseudo-sequence HLA-DQA10201-DQB10303. (3) The peptide sequence is IKGTAPFETHANRIV. The MHC is HLA-DPA10201-DPB10501 with pseudo-sequence HLA-DPA10201-DPB10501. The binding affinity (normalized) is 0.215. (4) The peptide sequence is GIMAVGIVSILLSSL. The MHC is DRB1_0802 with pseudo-sequence DRB1_0802. The binding affinity (normalized) is 0.570.